This data is from Peptide-MHC class I binding affinity with 185,985 pairs from IEDB/IMGT. The task is: Regression. Given a peptide amino acid sequence and an MHC pseudo amino acid sequence, predict their binding affinity value. This is MHC class I binding data. (1) The peptide sequence is EKTQAIDGEF. The MHC is HLA-A26:01 with pseudo-sequence HLA-A26:01. The binding affinity (normalized) is 0. (2) The peptide sequence is YPPPRYITV. The MHC is HLA-B57:01 with pseudo-sequence HLA-B57:01. The binding affinity (normalized) is 0.0847. (3) The peptide sequence is FREVWKQLF. The MHC is HLA-A25:01 with pseudo-sequence HLA-A25:01. The binding affinity (normalized) is 0.0847. (4) The peptide sequence is PTLAYTYEAY. The MHC is Mamu-A02 with pseudo-sequence Mamu-A02. The binding affinity (normalized) is 0. (5) The peptide sequence is CVRNLEELT. The MHC is HLA-A02:02 with pseudo-sequence HLA-A02:02. The binding affinity (normalized) is 0.00275. (6) The peptide sequence is MLIFNVKSK. The MHC is HLA-A33:01 with pseudo-sequence HLA-A33:01. The binding affinity (normalized) is 0.00818. (7) The peptide sequence is LELAEITAE. The MHC is HLA-A02:12 with pseudo-sequence HLA-A02:12. The binding affinity (normalized) is 0.0847. (8) The peptide sequence is NLCKYLRGHT. The MHC is HLA-A02:01 with pseudo-sequence HLA-A02:01. The binding affinity (normalized) is 0.0256.